This data is from Blood-brain barrier permeability classification from the B3DB database. The task is: Regression/Classification. Given a drug SMILES string, predict its absorption, distribution, metabolism, or excretion properties. Task type varies by dataset: regression for continuous measurements (e.g., permeability, clearance, half-life) or binary classification for categorical outcomes (e.g., BBB penetration, CYP inhibition). Dataset: b3db_classification. (1) The molecule is CN=C(N)NC(=O)Nc1c(C)cccc1C. The result is 0 (does not penetrate BBB). (2) The compound is FC(F)OC(F)(F)[C@H](F)Cl. The result is 1 (penetrates BBB). (3) The drug is O=C1c2c(O)ccc(O)c2C(=O)c2c(NCCNCCO)ccc(NCCNCCO)c21. The result is 0 (does not penetrate BBB).